From a dataset of Forward reaction prediction with 1.9M reactions from USPTO patents (1976-2016). Predict the product of the given reaction. (1) The product is: [OH:43][CH:40]1[CH2:41][CH2:42][N:38]([C:26]([C:25]2[CH:24]=[CH:23][C:22]([C:19]3[CH:20]=[N:21][C:16]([O:15][CH2:14][CH:11]4[CH2:10][CH2:9][N:8]([C:6]([O:5][C:1]([CH3:3])([CH3:4])[CH3:2])=[O:7])[CH2:13][CH2:12]4)=[N:17][CH:18]=3)=[CH:30][CH:29]=2)=[O:28])[CH2:39]1. Given the reactants [C:1]([O:5][C:6]([N:8]1[CH2:13][CH2:12][CH:11]([CH2:14][O:15][C:16]2[N:21]=[CH:20][C:19]([C:22]3[CH:30]=[CH:29][C:25]([C:26]([OH:28])=O)=[CH:24][CH:23]=3)=[CH:18][N:17]=2)[CH2:10][CH2:9]1)=[O:7])([CH3:4])([CH3:3])[CH3:2].CCN(CC)CC.[NH:38]1[CH2:42][CH2:41][CH:40]([OH:43])[CH2:39]1.CN(C(ON1N=NC2C=CC=CC1=2)=[N+](C)C)C.[B-](F)(F)(F)F, predict the reaction product. (2) Given the reactants [C:1]([O:9][CH2:10][CH2:11][O:12][CH2:13][CH2:14][N:15]1[C:23]2[C:22](Cl)=[N:21][CH:20]=[N:19][C:18]=2[CH:17]=[CH:16]1)(=[O:8])[C:2]1[CH:7]=[CH:6][CH:5]=[CH:4][CH:3]=1.[NH2:25][C:26]1[CH:45]=[CH:44][C:29]([O:30][CH:31]2[CH2:36][CH2:35][N:34]([C:37]([O:39][C:40]([CH3:43])([CH3:42])[CH3:41])=[O:38])[CH2:33][CH2:32]2)=[C:28]([Cl:46])[CH:27]=1, predict the reaction product. The product is: [C:1]([O:9][CH2:10][CH2:11][O:12][CH2:13][CH2:14][N:15]1[C:23]2[C:22]([NH:25][C:26]3[CH:45]=[CH:44][C:29]([O:30][CH:31]4[CH2:32][CH2:33][N:34]([C:37]([O:39][C:40]([CH3:42])([CH3:43])[CH3:41])=[O:38])[CH2:35][CH2:36]4)=[C:28]([Cl:46])[CH:27]=3)=[N:21][CH:20]=[N:19][C:18]=2[CH:17]=[CH:16]1)(=[O:8])[C:2]1[CH:7]=[CH:6][CH:5]=[CH:4][CH:3]=1. (3) Given the reactants [NH:1]([C:5]1[CH:10]=[CH:9][C:8]([OH:11])=[CH:7][CH:6]=1)C(C)=O.[C:12](=O)([O-:14])[O-:13].[Ca+2].C(=O)=O, predict the reaction product. The product is: [NH2:1][C:5]1[CH:6]=[C:7]([C:12]([OH:14])=[O:13])[C:8]([OH:11])=[CH:9][CH:10]=1. (4) The product is: [F:40][C:3]1[CH:4]=[C:5]2[C:9](=[CH:10][C:2]=1[F:1])[N:8]([S:11]([C:14]1[CH:15]=[CH:16][CH:17]=[CH:18][CH:19]=1)(=[O:12])=[O:13])[CH:7]=[C:6]2[C:20]1[CH:21]=[N:22][N:23]([CH2:25][CH:26]2[CH2:27][CH2:28][N:29]([C:32]([O:34][C:35]([CH3:38])([CH3:37])[CH3:36])=[O:33])[CH2:30][CH2:31]2)[CH:24]=1. Given the reactants [F:1][C:2]1[CH:10]=[C:9]2[C:5]([C:6]([C:20]3[CH:21]=[N:22][N:23]([CH2:25][CH:26]4[CH2:31][CH2:30][N:29]([C:32]([O:34][C:35]([CH3:38])([CH3:37])[CH3:36])=[O:33])[CH2:28][CH2:27]4)[CH:24]=3)=[CH:7][N:8]2[S:11]([C:14]2[CH:19]=[CH:18][CH:17]=[CH:16][CH:15]=2)(=[O:13])=[O:12])=[CH:4][CH:3]=1.Cl.[F:40]C1C=C2C(=CC=1F)N(S(C1C=CC=CC=1)(=O)=O)C=C2C1C=NNC=1, predict the reaction product. (5) Given the reactants [CH3:1][CH:2]([CH3:26])[CH:3]([NH:15][C:16]([CH:18]1[CH:21]([CH2:22][CH2:23][CH2:24][CH3:25])[CH2:20][NH:19]1)=[O:17])[CH:4]1[CH:9]([OH:10])[CH:8]([OH:11])[CH:7]([OH:12])[CH:6]([S:13][CH3:14])[O:5]1.[CH2:27]1[O:29][CH2:28]1, predict the reaction product. The product is: [CH3:1][CH:2]([CH3:26])[CH:3]([NH:15][C:16]([CH:18]1[CH:21]([CH2:22][CH2:23][CH2:24][CH3:25])[CH2:20][N:19]1[CH2:27][CH2:28][OH:29])=[O:17])[CH:4]1[CH:9]([OH:10])[CH:8]([OH:11])[CH:7]([OH:12])[CH:6]([S:13][CH3:14])[O:5]1. (6) Given the reactants [Br:1][C:2]1[CH:3]=[CH:4][C:5]([CH3:15])=[C:6]([N:8]2[CH2:13][CH2:12][NH:11][CH2:10][C:9]2=[O:14])[CH:7]=1.C(N(CC)CC)C.[Cl:23][C:24]1[C:32]([C:33]([F:36])([F:35])[F:34])=[CH:31][CH:30]=[CH:29][C:25]=1[C:26](Cl)=[O:27].C([O-])(O)=O.[Na+], predict the reaction product. The product is: [Br:1][C:2]1[CH:3]=[CH:4][C:5]([CH3:15])=[C:6]([N:8]2[CH2:13][CH2:12][N:11]([C:26]([C:25]3[CH:29]=[CH:30][CH:31]=[C:32]([C:33]([F:34])([F:35])[F:36])[C:24]=3[Cl:23])=[O:27])[CH2:10][C:9]2=[O:14])[CH:7]=1.